From a dataset of Full USPTO retrosynthesis dataset with 1.9M reactions from patents (1976-2016). Predict the reactants needed to synthesize the given product. (1) Given the product [CH3:1][O:2][C:3]1[C:4]([C:12]([F:13])([F:14])[F:15])=[CH:5][C:6]([C:7]([NH2:9])=[O:8])=[CH:10][C:11]=1[N+:28]([O-:30])=[O:29], predict the reactants needed to synthesize it. The reactants are: [CH3:1][O:2][C:3]1[CH:11]=[CH:10][C:6]([C:7]([NH2:9])=[O:8])=[CH:5][C:4]=1[C:12]([F:15])([F:14])[F:13].FC1C=C(C=C([N+:28]([O-:30])=[O:29])C=1OC)C(N)=O. (2) Given the product [C:2]([C:7]1[O:11][C:10]([CH2:12][N:13]2[CH:17]=[CH:16][C:15]([NH:18][C:31](=[O:32])/[CH:30]=[CH:29]/[C:22]3[CH:23]=[CH:24][CH:25]=[C:26]([O:27][CH3:28])[C:21]=3[O:20][CH3:19])=[N:14]2)=[CH:9][CH:8]=1)(=[O:6])[CH3:1], predict the reactants needed to synthesize it. The reactants are: [CH3:1][C:2]1([C:7]2[O:11][C:10]([CH2:12][N:13]3[CH:17]=[CH:16][C:15]([NH2:18])=[N:14]3)=[CH:9][CH:8]=2)[O:6]CCO1.[CH3:19][O:20][C:21]1[C:26]([O:27][CH3:28])=[CH:25][CH:24]=[CH:23][C:22]=1/[CH:29]=[CH:30]/[C:31](O)=[O:32]. (3) Given the product [Cl:16][C:8]1[CH:7]=[CH:6][C:5]2[C:10](=[CH:11][CH:12]=[C:3]([O:2][CH3:1])[CH:4]=2)[N:9]=1, predict the reactants needed to synthesize it. The reactants are: [CH3:1][O:2][C:3]1[CH:4]=[C:5]2[C:10](=[CH:11][CH:12]=1)[NH:9][C:8](=O)[CH:7]=[CH:6]2.O=P(Cl)(Cl)[Cl:16].